Dataset: Catalyst prediction with 721,799 reactions and 888 catalyst types from USPTO. Task: Predict which catalyst facilitates the given reaction. (1) The catalyst class is: 1. Reactant: [N+:1]([C:4]1[CH:9]=[CH:8][C:7]([C:10]2([C:13]#[N:14])[CH2:12][CH2:11]2)=[CH:6][CH:5]=1)([O-:3])=[O:2].B.C1COCC1. Product: [N+:1]([C:4]1[CH:5]=[CH:6][C:7]([C:10]2([CH2:13][NH2:14])[CH2:11][CH2:12]2)=[CH:8][CH:9]=1)([O-:3])=[O:2]. (2) Reactant: [C:1]1(=O)[C:9]2[CH2:8][CH2:7][CH2:6][CH2:5][C:4]=2[C:3](=[O:10])[O:2]1.[C:12]([C:14]1[CH:15]=[C:16]([CH2:20]C(O)=O)[CH:17]=[CH:18][CH:19]=1)#[N:13].C([O-])(=O)C.[Na+]. Product: [O:10]=[C:3]1[C:4]2[CH2:5][CH2:6][CH2:7][CH2:8][C:9]=2[C:1](=[CH:20][C:16]2[CH:15]=[C:14]([CH:19]=[CH:18][CH:17]=2)[C:12]#[N:13])[O:2]1. The catalyst class is: 8.